Predict the product of the given reaction. From a dataset of Forward reaction prediction with 1.9M reactions from USPTO patents (1976-2016). (1) The product is: [CH2:21]([NH:23][C:18]1[S:17][C:2]2[C:10]([N+:11]([O-:13])=[O:12])=[CH:9][C:8]([N+:14]([O-:16])=[O:15])=[CH:7][C:3]=2[C:4](=[S:33])[N:19]=1)[CH3:22]. Given the reactants Cl[C:2]1[C:10]([N+:11]([O-:13])=[O:12])=[CH:9][C:8]([N+:14]([O-:16])=[O:15])=[CH:7][C:3]=1[C:4](Cl)=O.[S-:17][C:18]#[N:19].[NH4+].[CH2:21]([NH2:23])[CH3:22].COC1C=CC(P2(SP(C3C=CC(OC)=CC=3)(=S)S2)=[S:33])=CC=1, predict the reaction product. (2) Given the reactants [OH:1][C:2]1[CH:14]=[CH:13][C:5]([C:6]([C:8]([O:10][CH2:11][CH3:12])=[O:9])=[O:7])=[CH:4][CH:3]=1.C([O-])([O-])=O.[K+].[K+].[CH2:21](Br)[CH:22]=[CH2:23], predict the reaction product. The product is: [CH2:23]([O:1][C:2]1[CH:14]=[CH:13][C:5]([C:6]([C:8]([O:10][CH2:11][CH3:12])=[O:9])=[O:7])=[CH:4][CH:3]=1)[CH:22]=[CH2:21]. (3) Given the reactants C[O:2][C:3]([C:5]1[CH:14]=[CH:13][C:12]2[C:7](=[CH:8][CH:9]=[C:10]([O:15][CH2:16][C:17]3[CH:22]=[CH:21][CH:20]=[CH:19][CH:18]=3)[CH:11]=2)[CH:6]=1)=O.[CH2:23]([Mg]Br)[CH3:24].[CH2:27]1COC[CH2:28]1, predict the reaction product. The product is: [CH2:16]([O:15][C:10]1[CH:11]=[C:12]2[C:7](=[CH:8][CH:9]=1)[CH:6]=[C:5]([C:3]([OH:2])([CH2:23][CH3:24])[CH2:27][CH3:28])[CH:14]=[CH:13]2)[C:17]1[CH:18]=[CH:19][CH:20]=[CH:21][CH:22]=1. (4) Given the reactants [Br:1][C:2]1[CH:3]=[C:4]2[C:9](=[C:10]([CH:12]([OH:21])[C:13]#[C:14][C:15]3[CH:20]=[CH:19][CH:18]=[CH:17][CH:16]=3)[CH:11]=1)[O:8][C:7]([CH3:23])([CH3:22])[CH:6]=[CH:5]2.[H-].[H-].[H-].[H-].[Li+].[Al+3], predict the reaction product. The product is: [Br:1][C:2]1[CH:3]=[C:4]2[C:9](=[C:10]([CH:12]([OH:21])/[CH:13]=[CH:14]/[C:15]3[CH:16]=[CH:17][CH:18]=[CH:19][CH:20]=3)[CH:11]=1)[O:8][C:7]([CH3:23])([CH3:22])[CH:6]=[CH:5]2. (5) Given the reactants C1C2C(=CC=C([C:11]3[C:12]4[C:17]([C:18](Br)=[C:19]5[C:24]=3[CH:23]=[CH:22][CH:21]=[CH:20]5)=[CH:16][CH:15]=[CH:14][CH:13]=4)C=2)C=CC=1C1C=CC2C(=CC=CC=2)C=1.C1(C2C=CC=CC=2)C(B(O)O)=CC=CC=1.COC1C=CC=C(OC)C=1C1C=CC=CC=1P(C1CCCCC1)C1CCCCC1.P([O-])([O-])([O-])=O.[K+].[K+].[K+].C1(C(=CC(=CC=1)C)C)C, predict the reaction product. The product is: [CH:13]1[C:12]2[C:17](=[CH:18][C:19]3[C:24]([CH:11]=2)=[CH:23][CH:22]=[CH:21][CH:20]=3)[CH:16]=[CH:15][CH:14]=1.